Task: Regression. Given two drug SMILES strings and cell line genomic features, predict the synergy score measuring deviation from expected non-interaction effect.. Dataset: NCI-60 drug combinations with 297,098 pairs across 59 cell lines Drug 1: CN(CCCl)CCCl.Cl. Drug 2: N.N.Cl[Pt+2]Cl. Cell line: HCC-2998. Synergy scores: CSS=42.6, Synergy_ZIP=-3.37, Synergy_Bliss=-3.59, Synergy_Loewe=5.88, Synergy_HSA=6.87.